The task is: Predict the reaction yield, written as a fraction of the theoretical maximum amount of product (1.0 means a 100% yield; for example, 0.34 means a 34% yield).. This data is from Reaction yield outcomes from USPTO patents with 853,638 reactions. (1) The reactants are [CH2:1]([O:3][C:4]1[CH:5]=[C:6]([N:13]2[CH2:18][CH2:17][N:16]([CH2:19][CH2:20][S:21]([CH3:24])(=[O:23])=[O:22])[CH2:15][CH2:14]2)[CH:7]=[CH:8][C:9]=1[N+:10]([O-])=O)[CH3:2]. The catalyst is CCOC(C)=O. The product is [CH2:1]([O:3][C:4]1[CH:5]=[C:6]([N:13]2[CH2:14][CH2:15][N:16]([CH2:19][CH2:20][S:21]([CH3:24])(=[O:23])=[O:22])[CH2:17][CH2:18]2)[CH:7]=[CH:8][C:9]=1[NH2:10])[CH3:2]. The yield is 0.860. (2) The reactants are [CH2:1]([O:3][C:4]1[CH:9]=[CH:8][N+:7]([O-])=[CH:6][CH:5]=1)[CH3:2].C(OC(=O)C)(=[O:13])C. No catalyst specified. The product is [CH2:1]([O:3][C:4]1[CH:9]=[CH:8][N:7]=[C:6]([OH:13])[CH:5]=1)[CH3:2]. The yield is 0.450.